This data is from Full USPTO retrosynthesis dataset with 1.9M reactions from patents (1976-2016). The task is: Predict the reactants needed to synthesize the given product. Given the product [Cl:1][C:2]1[C:7]([N:8]2[CH2:9][CH2:10][CH2:11][CH2:12]2)=[CH:6][CH:5]=[CH:4][C:3]=1[C:13]1[O:14][C:15]2[C:20]([C:21](=[O:23])[CH:22]=1)=[C:19]([OH:24])[CH:18]=[C:17]([OH:26])[C:16]=2[C@@H:28]1[CH2:32][CH2:31][N:30]([CH3:33])[C@H:29]1[CH2:34][OH:35], predict the reactants needed to synthesize it. The reactants are: [Cl:1][C:2]1[C:7]([N:8]2[CH2:12][CH2:11][CH2:10][CH2:9]2)=[CH:6][CH:5]=[CH:4][C:3]=1[C:13]1[O:14][C:15]2[C:20]([C:21](=[O:23])[CH:22]=1)=[C:19]([O:24]C)[CH:18]=[C:17]([O:26]C)[C:16]=2[C@@H:28]1[CH2:32][CH2:31][N:30]([CH3:33])[C@H:29]1[CH2:34][OH:35].Cl.N1C=CC=CC=1.C([O-])([O-])=O.[Na+].[Na+].